From a dataset of Catalyst prediction with 721,799 reactions and 888 catalyst types from USPTO. Predict which catalyst facilitates the given reaction. (1) Reactant: [CH3:1][C:2]1[CH:12]=[C:11]([C:13]2[CH:14]=[N:15][CH:16]=[N:17][CH:18]=2)[CH:10]=[C:9]([CH3:19])[C:3]=1[O:4][CH2:5][C:6]([O-])=[O:7].O.[NH2:21][NH2:22]. Product: [CH3:1][C:2]1[CH:12]=[C:11]([C:13]2[CH:14]=[N:15][CH:16]=[N:17][CH:18]=2)[CH:10]=[C:9]([CH3:19])[C:3]=1[O:4][CH2:5][C:6]([NH:21][NH2:22])=[O:7]. The catalyst class is: 14. (2) Reactant: [Cl:1][C:2]1[C:10]2[CH:9]=[C:8]([O:11][CH2:12][C:13]3[CH:18]=[CH:17][C:16]([O:19][CH:20]([CH3:22])[CH3:21])=[C:15]([C:23]([F:26])([F:25])[F:24])[CH:14]=3)[CH:7]=[CH:6][C:5]=2[N:4]2[CH2:27][CH2:28][C@H:29]([CH2:30][C:31]([OH:33])=[O:32])[C:3]=12.[CH3:34][NH:35][CH2:36][C@@H:37]([C@H:39]([C@@H:41]([C@@H:43]([CH2:45][OH:46])[OH:44])[OH:42])[OH:40])[OH:38]. Product: [CH3:34][NH:35][CH2:36][C@@H:37]([C@H:39]([C@@H:41]([C@@H:43]([CH2:45][OH:46])[OH:44])[OH:42])[OH:40])[OH:38].[Cl:1][C:2]1[C:10]2[CH:9]=[C:8]([O:11][CH2:12][C:13]3[CH:18]=[CH:17][C:16]([O:19][CH:20]([CH3:22])[CH3:21])=[C:15]([C:23]([F:24])([F:25])[F:26])[CH:14]=3)[CH:7]=[CH:6][C:5]=2[N:4]2[CH2:27][CH2:28][C@H:29]([CH2:30][C:31]([OH:33])=[O:32])[C:3]=12. The catalyst class is: 21. (3) Reactant: [C:1]([CH:4]([N:14]1[CH:22]=[N:21][C:20]2[C:19](=[O:23])[NH:18][C:17]([CH2:24][C:25]3[CH:30]=[CH:29][C:28]([O:31][CH:32]([F:34])[F:33])=[C:27]([N+:35]([O-])=O)[CH:26]=3)=[N:16][C:15]1=2)[CH2:5][CH2:6][CH2:7][C:8]1[CH:13]=[CH:12][CH:11]=[CH:10][CH:9]=1)(=[O:3])[CH3:2].C(O)(=O)C.O. Product: [C:1]([CH:4]([N:14]1[CH:22]=[N:21][C:20]2[C:19](=[O:23])[NH:18][C:17]([CH2:24][C:25]3[CH:30]=[CH:29][C:28]([O:31][CH:32]([F:34])[F:33])=[C:27]([NH2:35])[CH:26]=3)=[N:16][C:15]1=2)[CH2:5][CH2:6][CH2:7][C:8]1[CH:13]=[CH:12][CH:11]=[CH:10][CH:9]=1)(=[O:3])[CH3:2]. The catalyst class is: 19. (4) Product: [OH:7][CH2:8][CH2:9][N:10]1[C:23]2[C:18](=[CH:19][C:20]([C:24]([O:26][C:27]([CH3:29])([CH3:28])[CH3:30])=[O:25])=[CH:21][CH:22]=2)[C:12]2([CH2:13][CH2:14][NH:15][CH2:16][CH2:17]2)[C:11]1=[O:31]. The catalyst class is: 5. Reactant: O1CCCCC1[O:7][CH2:8][CH2:9][N:10]1[C:23]2[C:18](=[CH:19][C:20]([C:24]([O:26][C:27]([CH3:30])([CH3:29])[CH3:28])=[O:25])=[CH:21][CH:22]=2)[C:12]2([CH2:17][CH2:16][NH:15][CH2:14][CH2:13]2)[C:11]1=[O:31].Cl. (5) Reactant: [F:1][C:2]1[CH:7]=[CH:6][C:5]([C:8]2[N:9]=[N:10][N:11]3[CH:16]=[C:15]4[C:17]5([CH2:27][C:28]6[CH:33]=[CH:32][CH:31]=[CH:30][N:29]=6)[CH2:25][CH2:24][C:23](=[O:26])[CH2:22][CH:18]5[CH2:19][CH2:20][CH2:21][C:14]4=[CH:13][C:12]=23)=[CH:4][CH:3]=1.[F-].[Cs+].C[Si](C)(C)[C:38]([F:41])([F:40])[F:39].CCCC[N+](CCCC)(CCCC)CCCC.[F-]. Product: [F:1][C:2]1[CH:3]=[CH:4][C:5]([C:8]2[N:9]=[N:10][N:11]3[CH:16]=[C:15]4[C:17]5([CH2:27][C:28]6[CH:33]=[CH:32][CH:31]=[CH:30][N:29]=6)[CH2:25][CH2:24][C:23]([C:38]([F:41])([F:40])[F:39])([OH:26])[CH2:22][CH:18]5[CH2:19][CH2:20][CH2:21][C:14]4=[CH:13][C:12]=23)=[CH:6][CH:7]=1. The catalyst class is: 57.